Task: Predict the product of the given reaction.. Dataset: Forward reaction prediction with 1.9M reactions from USPTO patents (1976-2016) Given the reactants [OH:1][C:2]([C:4]([F:7])([F:6])[F:5])=[O:3].C([N:15]1[CH2:24][CH2:23][C:22]2[C:17](=[N:18][C:19]([NH:41][CH:42]([CH3:44])[CH3:43])=[C:20]([N:25]3[CH2:30][CH2:29][CH:28]([C:31]([C:33]4[CH:38]=[C:37]([Cl:39])[CH:36]=[CH:35][C:34]=4[F:40])=[O:32])[CH2:27][CH2:26]3)[N:21]=2)[CH2:16]1)C1C=CC=CC=1, predict the reaction product. The product is: [Cl:39][C:37]1[CH:36]=[CH:35][C:34]([F:40])=[C:33]([C:31]([CH:28]2[CH2:29][CH2:30][N:25]([C:20]3[N:21]=[C:22]4[CH2:23][CH2:24][NH:15][CH2:16][C:17]4=[N:18][C:19]=3[NH:41][CH:42]([CH3:44])[CH3:43])[CH2:26][CH2:27]2)=[O:32])[CH:38]=1.[C:2]([OH:3])([C:4]([F:7])([F:6])[F:5])=[O:1].